This data is from Catalyst prediction with 721,799 reactions and 888 catalyst types from USPTO. The task is: Predict which catalyst facilitates the given reaction. (1) Reactant: [Br:1][C:2]1[CH:3]=[C:4]([C:14]2[O:15][C:16](=[O:26])[C:17]3[CH:23]=[C:22]([Cl:24])[CH:21]=[C:20]([CH3:25])[C:18]=3[N:19]=2)[N:5]([C:7]2[C:12]([Cl:13])=[CH:11][CH:10]=[CH:9][N:8]=2)[N:6]=1.[NH2:27][O:28][CH2:29][C:30]([NH:32][CH3:33])=[O:31]. Product: [Cl:24][C:22]1[CH:23]=[C:17]([C:16](=[O:26])[NH:27][O:28][CH2:29][C:30](=[O:31])[NH:32][CH3:33])[C:18]([NH:19][C:14]([C:4]2[N:5]([C:7]3[C:12]([Cl:13])=[CH:11][CH:10]=[CH:9][N:8]=3)[N:6]=[C:2]([Br:1])[CH:3]=2)=[O:15])=[C:20]([CH3:25])[CH:21]=1. The catalyst class is: 7. (2) Reactant: Br[C:2]1[CH:22]=[CH:21][C:5]2[N:6]([C:15]3[CH:20]=[CH:19][CH:18]=[CH:17][CH:16]=3)[C:7]([C:9]3[CH:14]=[CH:13][CH:12]=[CH:11][CH:10]=3)=[N:8][C:4]=2[CH:3]=1.C([Li])CCC.C[O:29][B:30](OC)[O:31]C.Cl. Product: [C:15]1([N:6]2[C:5]3[CH:21]=[CH:22][C:2]([B:30]([OH:31])[OH:29])=[CH:3][C:4]=3[N:8]=[C:7]2[C:9]2[CH:14]=[CH:13][CH:12]=[CH:11][CH:10]=2)[CH:20]=[CH:19][CH:18]=[CH:17][CH:16]=1. The catalyst class is: 1. (3) Reactant: [CH2:1]([N:8]1[C:13]2[N:14]=[C:15](Cl)[C:16]([F:18])=[CH:17][C:12]=2[C:11](=[O:20])[N:10]([O:21][CH2:22][C:23]2[CH:28]=[CH:27][CH:26]=[CH:25][CH:24]=2)[C:9]1=[O:29])[C:2]1[CH:7]=[CH:6][CH:5]=[CH:4][CH:3]=1.[NH:30]1[CH2:34][CH2:33][CH2:32][CH2:31]1. Product: [CH2:1]([N:8]1[C:13]2[N:14]=[C:15]([N:30]3[CH2:34][CH2:33][CH2:32][CH2:31]3)[C:16]([F:18])=[CH:17][C:12]=2[C:11](=[O:20])[N:10]([O:21][CH2:22][C:23]2[CH:28]=[CH:27][CH:26]=[CH:25][CH:24]=2)[C:9]1=[O:29])[C:2]1[CH:7]=[CH:6][CH:5]=[CH:4][CH:3]=1. The catalyst class is: 4. (4) Reactant: [CH2:1]([C:3]1[C:8]([C:9]([OH:11])=O)=[CH:7][N:6]=[C:5]([S:12][CH3:13])[N:4]=1)[CH3:2].CN(C)C=O.C(Cl)(=O)C(Cl)=O.[CH3:25][C:26]1[C:30]([NH2:31])=[C:29]([CH3:32])[O:28][N:27]=1. Product: [CH3:25][C:26]1[C:30]([NH:31][C:9]([C:8]2[C:3]([CH2:1][CH3:2])=[N:4][C:5]([S:12][CH3:13])=[N:6][CH:7]=2)=[O:11])=[C:29]([CH3:32])[O:28][N:27]=1. The catalyst class is: 4. (5) Reactant: [F:1][C:2]1[CH:3]=[CH:4][C:5]([O:10][CH:11]2[CH2:16][CH2:15][CH2:14][CH2:13][CH2:12]2)=[C:6]([CH:9]=1)[CH:7]=O.[Li+].C[Si]([N-:22][Si](C)(C)C)(C)C.[C:27](Cl)(=[O:29])[CH3:28].Cl[Si:32]([CH3:35])([CH3:34])[CH3:33]. Product: [F:1][C:2]1[CH:3]=[CH:4][C:5]([O:10][CH:11]2[CH2:16][CH2:15][CH2:14][CH2:13][CH2:12]2)=[C:6]([CH:7]=[N:22][C:27]([O:29][Si:32]([CH3:35])([CH3:34])[CH3:33])=[CH2:28])[CH:9]=1. The catalyst class is: 66.